Dataset: Forward reaction prediction with 1.9M reactions from USPTO patents (1976-2016). Task: Predict the product of the given reaction. (1) Given the reactants C(O[CH2:5][C:6]1[N:7]([CH2:28][C:29]2[CH:34]=[CH:33][C:32]([C:35]([CH3:38])([CH3:37])[CH3:36])=[CH:31][CH:30]=2)[C:8]2[C:13]([C:14]=1[C:15](=[O:19])[C:16]([OH:18])=[O:17])=[CH:12][C:11]([O:20][CH2:21][C:22]1[CH:27]=[CH:26][CH:25]=[CH:24][CH:23]=1)=[CH:10][CH:9]=2)(=O)C.[OH-].[K+].Cl, predict the reaction product. The product is: [CH2:21]([O:20][C:11]1[CH:12]=[C:13]2[C:8](=[CH:9][CH:10]=1)[N:7]([CH2:28][C:29]1[CH:30]=[CH:31][C:32]([C:35]([CH3:36])([CH3:38])[CH3:37])=[CH:33][CH:34]=1)[C:6]1[CH2:5][O:18][C:16](=[O:17])[C:15](=[O:19])[C:14]2=1)[C:22]1[CH:27]=[CH:26][CH:25]=[CH:24][CH:23]=1. (2) Given the reactants NC1C=CC(C#N)=CC=1[NH:10][CH2:11][CH2:12][N:13]1[CH2:18][CH2:17][O:16][CH2:15][CH2:14]1.CO[C:21]1[CH:22]=[C:23]([CH:26]=[CH:27][C:28]=1[N+:29]([O-:31])=[O:30])[C:24]#[N:25].NCCN1CCOCC1, predict the reaction product. The product is: [N:13]1([CH2:12][CH2:11][NH:10][C:21]2[CH:22]=[C:23]([CH:26]=[CH:27][C:28]=2[N+:29]([O-:31])=[O:30])[C:24]#[N:25])[CH2:18][CH2:17][O:16][CH2:15][CH2:14]1. (3) The product is: [C:22]([CH2:21][S:20][C:11]1[CH:10]=[CH:9][C:3]([C:4]([O:6][CH2:7][CH3:8])=[O:5])=[C:2]([Cl:1])[CH:12]=1)([OH:24])=[O:23]. Given the reactants [Cl:1][C:2]1[CH:12]=[C:11](Cl)[CH:10]=[CH:9][C:3]=1[C:4]([O:6][CH2:7][CH3:8])=[O:5].C(=O)([O-])[O-].[K+].[K+].[SH:20][CH2:21][C:22]([OH:24])=[O:23], predict the reaction product. (4) Given the reactants Cl[C:2]1[C:11]([C:12]([OH:14])=[O:13])=[CH:10][C:9]2[C:4](=[CH:5][CH:6]=[C:7]([Cl:15])[CH:8]=2)[N:3]=1.[NH2:16][C@H:17]([C:26]([OH:28])=[O:27])[CH2:18][C:19]1[CH:24]=[CH:23][C:22]([OH:25])=[CH:21][CH:20]=1.[CH:29]([Cl:32])(Cl)Cl, predict the reaction product. The product is: [C:26]([C@@H:17]([NH:16][C:2]1[C:11]([C:12]([OH:14])=[O:13])=[CH:10][C:9]2[C:4](=[CH:5][CH:6]=[C:29]([Cl:32])[CH:8]=2)[N:3]=1)[CH2:18][C:19]1[CH:20]=[CH:21][C:22]([O:25][C:2]2[C:11]([C:12]([OH:14])=[O:13])=[CH:10][C:9]3[C:4](=[CH:5][CH:6]=[C:7]([Cl:15])[CH:8]=3)[N:3]=2)=[CH:23][CH:24]=1)([OH:28])=[O:27].